This data is from HIV replication inhibition screening data with 41,000+ compounds from the AIDS Antiviral Screen. The task is: Binary Classification. Given a drug SMILES string, predict its activity (active/inactive) in a high-throughput screening assay against a specified biological target. The drug is Cc1nc(C(N)=S)sc1C(=O)CC(=NN)C(=O)Nc1ccc(Cl)cc1. The result is 0 (inactive).